From a dataset of Forward reaction prediction with 1.9M reactions from USPTO patents (1976-2016). Predict the product of the given reaction. (1) Given the reactants [CH3:1][O:2][C:3](=[O:16])[C:4]1[CH:9]=[C:8]([N+:10]([O-:12])=[O:11])[C:7]([NH2:13])=[C:6]([F:14])[C:5]=1F.[NH2:17][C:18]1[C:19]([CH3:24])=[CH:20][CH:21]=[CH:22][CH:23]=1, predict the reaction product. The product is: [CH3:1][O:2][C:3](=[O:16])[C:4]1[CH:9]=[C:8]([N+:10]([O-:12])=[O:11])[C:7]([NH2:13])=[C:6]([F:14])[C:5]=1[NH:17][C:18]1[CH:23]=[CH:22][CH:21]=[CH:20][C:19]=1[CH3:24]. (2) Given the reactants [C:1]([N:4]1[C:13]2[C:8](=[CH:9][C:10]([C:14]([O:16][CH2:17][CH3:18])=[O:15])=[CH:11][CH:12]=2)[C@@H:7]([O:19]C(=O)C2C=CC=CC=2)[CH2:6][C@@H:5]1[CH3:28])(=[O:3])[CH3:2].C(=O)([O-])[O-].[K+].[K+], predict the reaction product. The product is: [C:1]([N:4]1[C:13]2[C:8](=[CH:9][C:10]([C:14]([O:16][CH2:17][CH3:18])=[O:15])=[CH:11][CH:12]=2)[C@@H:7]([OH:19])[CH2:6][C@@H:5]1[CH3:28])(=[O:3])[CH3:2]. (3) The product is: [OH:8][C@@H:9]1[C@@:13]2([CH2:23][O:22][P:21]([O:25][CH3:26])(=[O:24])[O:20][C@H:19]3[C@@H:27]([O:38][CH3:39])[C@H:28]([N:30]4[CH:35]=[CH:34][C:33](=[O:36])[NH:32][C:31]4=[O:37])[O:29][C@@H:18]3[C@@H:17]([O:40][C:41]([C:54]3[CH:55]=[CH:56][C:57]([O:60][CH3:61])=[CH:58][CH:59]=3)([C:48]3[CH:53]=[CH:52][CH:51]=[CH:50][CH:49]=3)[C:42]3[CH:43]=[CH:44][CH:45]=[CH:46][CH:47]=3)[CH2:16][CH2:15][CH2:14]2)[O:12][C@@H:11]([N:62]2[CH:67]=[CH:66][C:65](=[O:68])[NH:64][C:63]2=[O:69])[C@@H:10]1[O:70][CH3:71]. Given the reactants [Si]([O:8][C@@H:9]1[C@@:13]2([CH2:23][O:22][P:21]([O:25][CH3:26])(=[O:24])[O:20][C@H:19]3[C@@H:27]([O:38][CH3:39])[C@H:28]([N:30]4[CH:35]=[CH:34][C:33](=[O:36])[NH:32][C:31]4=[O:37])[O:29][C@@H:18]3[C@@H:17]([O:40][C:41]([C:54]3[CH:59]=[CH:58][C:57]([O:60][CH3:61])=[CH:56][CH:55]=3)([C:48]3[CH:53]=[CH:52][CH:51]=[CH:50][CH:49]=3)[C:42]3[CH:47]=[CH:46][CH:45]=[CH:44][CH:43]=3)[CH2:16][CH2:15][CH2:14]2)[O:12][C@@H:11]([N:62]2[CH:67]=[CH:66][C:65](=[O:68])[NH:64][C:63]2=[O:69])[C@@H:10]1[O:70][CH3:71])(C(C)(C)C)(C)C.C(N(CC)CC)C.F.F.F.C(N(CC)CC)C, predict the reaction product. (4) Given the reactants [NH2:1][C:2]1[C:7]2=[C:8]([C:16]3[CH:21]=[CH:20][C:19]([NH:22][C:23]([NH:25][C:26]4[CH:31]=[C:30]([C:32]([F:35])([F:34])[F:33])[CH:29]=[CH:28][C:27]=4[F:36])=[O:24])=[CH:18][CH:17]=3)[C:9]([CH2:13][O:14][CH3:15])=[C:10]([CH:11]=[O:12])[N:6]2[N:5]=[CH:4][N:3]=1.CC(C[AlH]CC(C)C)C, predict the reaction product. The product is: [NH2:1][C:2]1[C:7]2=[C:8]([C:16]3[CH:21]=[CH:20][C:19]([NH:22][C:23]([NH:25][C:26]4[CH:31]=[C:30]([C:32]([F:33])([F:34])[F:35])[CH:29]=[CH:28][C:27]=4[F:36])=[O:24])=[CH:18][CH:17]=3)[C:9]([CH2:13][O:14][CH3:15])=[C:10]([CH2:11][OH:12])[N:6]2[N:5]=[CH:4][N:3]=1. (5) The product is: [F:29][C:30]([F:51])([F:52])[CH2:31][NH:32][C:33]([C:35]1([CH2:48][CH2:49][O:25][C:24]([C@H:21]2[CH2:20][CH2:19][C@H:18]([NH:17][C:15]([C:10]3[C:9]([C:6]4[CH:7]=[CH:8][C:3]([C:2]([F:27])([F:28])[F:1])=[CH:4][CH:5]=4)=[CH:14][CH:13]=[CH:12][CH:11]=3)=[O:16])[CH2:23][CH2:22]2)=[O:26])[C:47]2[CH:46]=[CH:45][CH:44]=[CH:43][C:42]=2[C:41]2[C:36]1=[CH:37][CH:38]=[CH:39][CH:40]=2)=[O:34]. Given the reactants [F:1][C:2]([F:28])([F:27])[C:3]1[CH:8]=[CH:7][C:6]([C:9]2[C:10]([C:15]([NH:17][CH:18]3[CH2:23][CH2:22][CH:21]([C:24]([OH:26])=[O:25])[CH2:20][CH2:19]3)=[O:16])=[CH:11][CH:12]=[CH:13][CH:14]=2)=[CH:5][CH:4]=1.[F:29][C:30]([F:52])([F:51])[CH2:31][NH:32][C:33]([C:35]1([CH2:48][CH2:49]O)[C:47]2[CH:46]=[CH:45][CH:44]=[CH:43][C:42]=2[C:41]2[C:36]1=[CH:37][CH:38]=[CH:39][CH:40]=2)=[O:34], predict the reaction product. (6) Given the reactants [NH2:1][C:2]1[C:6]2[CH:7]=[CH:8][CH:9]=[C:10]([N+:11]([O-:13])=[O:12])[C:5]=2[S:4][C:3]=1C(OC)=O.CN1CCNCC1, predict the reaction product. The product is: [N+:11]([C:10]1[C:5]2[S:4][CH:3]=[C:2]([NH2:1])[C:6]=2[CH:7]=[CH:8][CH:9]=1)([O-:13])=[O:12].